Dataset: Forward reaction prediction with 1.9M reactions from USPTO patents (1976-2016). Task: Predict the product of the given reaction. Given the reactants [Cl:1][C:2]1[CH:19]=[C:18]([O:20][CH2:21][CH:22]=[C:23]([Cl:25])[Cl:24])[CH:17]=[C:16]([Cl:26])[C:3]=1[O:4][CH2:5][CH2:6][CH2:7][CH2:8][CH2:9][O:10][CH2:11][C:12](=[N:14][OH:15])[CH3:13].[H-].[Na+].[H][H].Cl[CH2:32][C:33]#[N:34].Cl, predict the reaction product. The product is: [C:33]([CH2:32][O:15][N:14]=[C:12]([CH2:11][O:10][CH2:9][CH2:8][CH2:7][CH2:6][CH2:5][O:4][C:3]1[C:2]([Cl:1])=[CH:19][C:18]([O:20][CH2:21][CH:22]=[C:23]([Cl:25])[Cl:24])=[CH:17][C:16]=1[Cl:26])[CH3:13])#[N:34].